Task: Predict the reaction yield, written as a fraction of the theoretical maximum amount of product (1.0 means a 100% yield; for example, 0.34 means a 34% yield).. Dataset: Reaction yield outcomes from USPTO patents with 853,638 reactions (1) The yield is 0.650. No catalyst specified. The product is [CH:26]1([N:32]2[CH2:37][CH2:36][N:35]([C:18]([C:14]3[CH:15]=[C:16]4[C:11](=[CH:12][CH:13]=3)[N:10]([CH2:21][C:22]([F:24])([F:23])[F:25])[C:9]([C:7]([N:1]3[CH2:6][CH2:5][O:4][CH2:3][CH2:2]3)=[O:8])=[CH:17]4)=[O:19])[CH2:34][CH2:33]2)[CH2:31][CH2:30][CH2:29][CH2:28][CH2:27]1. The reactants are [N:1]1([C:7]([C:9]2[N:10]([CH2:21][C:22]([F:25])([F:24])[F:23])[C:11]3[C:16]([CH:17]=2)=[CH:15][C:14]([C:18](O)=[O:19])=[CH:13][CH:12]=3)=[O:8])[CH2:6][CH2:5][O:4][CH2:3][CH2:2]1.[CH:26]1([N:32]2[CH2:37][CH2:36][NH:35][CH2:34][CH2:33]2)[CH2:31][CH2:30][CH2:29][CH2:28][CH2:27]1. (2) The reactants are [OH:1][C:2]1[CH:11]=[CH:10][C:9]([O:12][CH3:13])=[CH:8][C:3]=1[C:4]([NH:6][OH:7])=[NH:5].[O:14]1[CH:18]=[CH:17][C:16]([C:19](O)=O)=[CH:15]1. No catalyst specified. The product is [O:14]1[CH:18]=[CH:17][C:16]([C:19]2[O:7][N:6]=[C:4]([C:3]3[CH:8]=[C:9]([O:12][CH3:13])[CH:10]=[CH:11][C:2]=3[OH:1])[N:5]=2)=[CH:15]1. The yield is 0.0400. (3) The yield is 0.960. The reactants are [F:1][C:2]1[C:7]([O:8][CH3:9])=[CH:6][C:5]([O:10][CH3:11])=[C:4]([F:12])[C:3]=1[N:13]1[CH2:22][C:21]2[C:16](=[N:17][C:18](S(C)=O)=[N:19][CH:20]=2)[N:15]([CH2:26][CH3:27])[C:14]1=[O:28].[NH2:29][CH:30]([CH2:33][OH:34])[CH2:31][OH:32]. No catalyst specified. The product is [F:1][C:2]1[C:7]([O:8][CH3:9])=[CH:6][C:5]([O:10][CH3:11])=[C:4]([F:12])[C:3]=1[N:13]1[CH2:22][C:21]2[C:16](=[N:17][C:18]([NH:29][CH:30]([CH2:33][OH:34])[CH2:31][OH:32])=[N:19][CH:20]=2)[N:15]([CH2:26][CH3:27])[C:14]1=[O:28]. (4) The reactants are [Cl:1][C:2]1[C:3]([F:31])=[C:4]([CH:8]2[C:12]([C:15]3[CH:20]=[CH:19][C:18]([Cl:21])=[CH:17][C:16]=3[F:22])([C:13]#[N:14])[CH:11]([CH2:23][C:24]([CH3:27])([CH3:26])[CH3:25])[NH:10][CH:9]2[C:28]([OH:30])=O)[CH:5]=[CH:6][CH:7]=1.[NH2:32][C:33]1[CH:37]=[CH:36][N:35]([CH2:38][C:39]([CH3:49])([CH3:48])[O:40][CH2:41][C@@H:42]([OH:47])[CH2:43][N:44]([CH3:46])[CH3:45])[N:34]=1.CN(C(ON1N=NC2C=CC=NC1=2)=[N+](C)C)C.F[P-](F)(F)(F)(F)F.CCN(C(C)C)C(C)C. The catalyst is C(Cl)Cl. The product is [CH3:46][N:44]([CH3:45])[CH2:43][C@H:42]([OH:47])[CH2:41][O:40][C:39]([CH3:48])([CH3:49])[CH2:38][N:35]1[CH:36]=[CH:37][C:33]([NH:32][C:28]([CH:9]2[CH:8]([C:4]3[CH:5]=[CH:6][CH:7]=[C:2]([Cl:1])[C:3]=3[F:31])[C:12]([C:15]3[CH:20]=[CH:19][C:18]([Cl:21])=[CH:17][C:16]=3[F:22])([C:13]#[N:14])[CH:11]([CH2:23][C:24]([CH3:26])([CH3:25])[CH3:27])[NH:10]2)=[O:30])=[N:34]1. The yield is 0.180. (5) The reactants are [Br:1][C:2]1[N:7]=[C:6]([C:8](O)=[O:9])[CH:5]=[C:4]([N+:11]([O-])=O)[CH:3]=1.B.C1COCC1.C(O)(=O)C. The catalyst is C1COCC1.[Fe]. The product is [NH2:11][C:4]1[CH:3]=[C:2]([Br:1])[N:7]=[C:6]([CH2:8][OH:9])[CH:5]=1. The yield is 0.340. (6) The reactants are [N+:1]([C:4]1[C:5]([C:9]([OH:11])=[O:10])=[N:6][NH:7][CH:8]=1)([O-:3])=[O:2].S(Cl)(Cl)=O.[CH3:16]O. No catalyst specified. The product is [CH3:16][O:10][C:9]([C:5]1[C:4]([N+:1]([O-:3])=[O:2])=[CH:8][NH:7][N:6]=1)=[O:11]. The yield is 0.995. (7) The reactants are [C:1]([C:5]1[CH:6]=[C:7]2[C:12](=[C:13]([F:15])[CH:14]=1)[C:11](=[O:16])[N:10]([C:17]1[N:24]=[CH:23][CH:22]=[C:21]([C:25]3[CH:30]=[C:29]([NH:31][C:32]4[CH:45]=[C:35]5[CH2:36][N:37]([CH2:40][C:41]([F:44])([F:43])[F:42])[CH2:38][CH2:39][N:34]5[N:33]=4)[C:28](=[O:46])[N:27]([CH3:47])[CH:26]=3)[C:18]=1[CH:19]=[O:20])[N:9]=[CH:8]2)([CH3:4])([CH3:3])[CH3:2].[BH4-].[Na+]. The catalyst is CO.ClCCl. The product is [C:1]([C:5]1[CH:6]=[C:7]2[C:12](=[C:13]([F:15])[CH:14]=1)[C:11](=[O:16])[N:10]([C:17]1[C:18]([CH2:19][OH:20])=[C:21]([C:25]3[CH:30]=[C:29]([NH:31][C:32]4[CH:45]=[C:35]5[CH2:36][N:37]([CH2:40][C:41]([F:44])([F:43])[F:42])[CH2:38][CH2:39][N:34]5[N:33]=4)[C:28](=[O:46])[N:27]([CH3:47])[CH:26]=3)[CH:22]=[CH:23][N:24]=1)[N:9]=[CH:8]2)([CH3:4])([CH3:2])[CH3:3]. The yield is 0.450. (8) The yield is 0.550. The reactants are [N+:1]([C:4]1[CH:9]=[CH:8][CH:7]=[CH:6][C:5]=1[CH2:10][C:11]#[N:12])([O-])=O. The catalyst is [Pd].C(O)(=O)C. The product is [NH2:1][C:4]1[CH:9]=[CH:8][CH:7]=[CH:6][C:5]=1[CH2:10][C:11]#[N:12]. (9) The product is [F:1][C:2]1[CH:3]=[CH:4][C:5]([C:6]([NH:55][C:53]2[S:54][C:50]3[C:49]([CH:56]4[CH2:57][CH2:58][O:59][CH2:60][CH2:61]4)=[CH:48][CH:47]=[C:46]([O:45][CH3:44])[C:51]=3[N:52]=2)=[O:8])=[CH:9][CH:10]=1. The catalyst is C1COCC1.O1CCOCC1.CN(C=O)C.O. The yield is 0.510. The reactants are [F:1][C:2]1[CH:10]=[CH:9][C:5]([C:6]([OH:8])=O)=[CH:4][CH:3]=1.CN(C(ON1N=NC2C=CC=NC1=2)=[N+](C)C)C.F[P-](F)(F)(F)(F)F.C(N(C(C)C)C(C)C)C.[CH3:44][O:45][C:46]1[C:51]2[N:52]=[C:53]([NH2:55])[S:54][C:50]=2[C:49]([CH:56]2[CH2:61][CH2:60][O:59][CH2:58][CH2:57]2)=[CH:48][CH:47]=1.